Dataset: Full USPTO retrosynthesis dataset with 1.9M reactions from patents (1976-2016). Task: Predict the reactants needed to synthesize the given product. Given the product [Cl:1][C:2]1[CH:3]=[CH:4][C:5]([O:12][CH2:13][CH2:14][N:16]2[CH2:22][CH2:21][CH:20]([CH2:23][C:24]3[CH:25]=[CH:26][C:27]([F:30])=[CH:28][CH:29]=3)[O:19][CH2:18][CH2:17]2)=[C:6]([NH:8][C:9]([NH2:11])=[O:10])[CH:7]=1, predict the reactants needed to synthesize it. The reactants are: [Cl:1][C:2]1[CH:3]=[CH:4][C:5]([O:12][CH2:13][C:14]([N:16]2[CH2:22][CH2:21][CH:20]([CH2:23][C:24]3[CH:29]=[CH:28][C:27]([F:30])=[CH:26][CH:25]=3)[O:19][CH2:18][CH2:17]2)=O)=[C:6]([NH:8][C:9]([NH2:11])=[O:10])[CH:7]=1.